The task is: Predict which catalyst facilitates the given reaction.. This data is from Catalyst prediction with 721,799 reactions and 888 catalyst types from USPTO. Reactant: [CH3:1][O:2][C:3]1[CH:4]=[C:5]([OH:9])[CH:6]=[CH:7][CH:8]=1.C([O-])([O-])=O.[Cs+].[Cs+].Br[CH2:17][C:18]([O:20][CH3:21])=[O:19]. Product: [CH3:1][O:2][C:3]1[CH:4]=[C:5]([CH:6]=[CH:7][CH:8]=1)[O:9][CH2:17][C:18]([O:20][CH3:21])=[O:19]. The catalyst class is: 3.